This data is from Catalyst prediction with 721,799 reactions and 888 catalyst types from USPTO. The task is: Predict which catalyst facilitates the given reaction. Product: [CH2:9]1[C:10]2[C:15](=[CH:14][C:13]([O:17][C:18]3[CH:26]=[CH:25][C:21]([C:22]([NH2:24])=[O:23])=[CH:20][N:19]=3)=[CH:12][CH:11]=2)[CH2:16][NH:8]1. The catalyst class is: 256. Reactant: C([N:8]1[CH2:16][C:15]2[C:10](=[CH:11][CH:12]=[C:13]([O:17][C:18]3[CH:26]=[CH:25][C:21]([C:22]([NH2:24])=[O:23])=[CH:20][N:19]=3)[CH:14]=2)[CH2:9]1)C1C=CC=CC=1.